This data is from Reaction yield outcomes from USPTO patents with 853,638 reactions. The task is: Predict the reaction yield, written as a fraction of the theoretical maximum amount of product (1.0 means a 100% yield; for example, 0.34 means a 34% yield). (1) The catalyst is FC(F)(F)C(O)=O. The yield is 0.940. The product is [F:1][C:2]1[CH:22]=[C:6]([OH:7])[C:5]([OH:9])=[CH:4][C:3]=1[C:23]([N:25]1[CH2:30][CH2:29][O:28][CH2:27][CH2:26]1)=[O:24]. The reactants are [F:1][C:2]1[C:3]([C:23]([N:25]2[CH2:30][CH2:29][O:28][CH2:27][CH2:26]2)=[O:24])=[CH:4][C:5]2[O:9]C(C3C=CC=CC=3)(C3C=CC=CC=3)[O:7][C:6]=2[CH:22]=1.C([SiH](CC)CC)C. (2) The reactants are Br[C:2]1[CH:3]=[C:4]([CH:6]=[CH:7][C:8]=1[CH3:9])[NH2:5].[F:10][C:11]1[CH:16]=[C:15](B(O)O)[CH:14]=[C:13]([F:20])[N:12]=1.C(Cl)Cl.C(=O)([O-])[O-].[Na+].[Na+]. The catalyst is COCCOC.C1C=CC(P(C2C=CC=CC=2)[C-]2C=CC=C2)=CC=1.C1C=CC(P(C2C=CC=CC=2)[C-]2C=CC=C2)=CC=1.Cl[Pd]Cl.[Fe+2]. The product is [F:10][C:11]1[CH:16]=[C:15]([C:2]2[CH:3]=[C:4]([CH:6]=[CH:7][C:8]=2[CH3:9])[NH2:5])[CH:14]=[C:13]([F:20])[N:12]=1. The yield is 0.950. (3) The reactants are [F:1][C:2]1[CH:7]=[C:6]([CH3:8])[CH:5]=[CH:4][C:3]=1[NH2:9].C1(P(C2C=CC=CC=2)C2(P(C3C=CC=CC=3)C3C=CC=CC=3)CC=C3C(C=CC=C3)=C2C2C3C(=CC=CC=3)C=CC=2)C=CC=CC=1.C(=O)([O-])[O-].[Cs+].[Cs+].[CH2:62]([O:64][C:65]([C:67]1[C:72](Cl)=[C:71]([CH3:74])[C:70](=[O:75])[N:69]([CH3:76])[C:68]=1[CH3:77])=[O:66])[CH3:63]. The catalyst is C1(C)C=CC=CC=1.CCOC(C)=O.C([O-])(=O)C.[Pd+2].C([O-])(=O)C. The product is [CH2:62]([O:64][C:65]([C:67]1[C:72]([NH:9][C:3]2[CH:4]=[CH:5][C:6]([CH3:8])=[CH:7][C:2]=2[F:1])=[C:71]([CH3:74])[C:70](=[O:75])[N:69]([CH3:76])[C:68]=1[CH3:77])=[O:66])[CH3:63]. The yield is 0.710. (4) The reactants are [CH3:1][O:2][C:3](=[O:34])[CH:4]([C:9]1[CH:10]=[C:11]([C:23]2[CH:28]=[C:27]([C:29]([F:32])([F:31])[F:30])[CH:26]=[C:25]([F:33])[CH:24]=2)[CH:12]=[C:13](OS(C(F)(F)F)(=O)=O)[CH:14]=1)[CH2:5][CH:6]([CH3:8])[CH3:7].[F:35][C:36]1[CH:42]=[CH:41][C:39]([NH2:40])=[C:38]([C:43]([F:46])([F:45])[F:44])[CH:37]=1. No catalyst specified. The product is [CH3:1][O:2][C:3](=[O:34])[CH:4]([C:9]1[CH:10]=[C:11]([C:23]2[CH:24]=[C:25]([F:33])[CH:26]=[C:27]([C:29]([F:30])([F:32])[F:31])[CH:28]=2)[CH:12]=[C:13]([NH:40][C:39]2[CH:41]=[CH:42][C:36]([F:35])=[CH:37][C:38]=2[C:43]([F:46])([F:44])[F:45])[CH:14]=1)[CH2:5][CH:6]([CH3:7])[CH3:8]. The yield is 1.00. (5) The reactants are [F:1][C:2]1[CH:3]=[CH:4][C:5]([CH3:12])=[C:6]([S:8](Cl)(=[O:10])=[O:9])[CH:7]=1.[NH4+:13].[OH-]. The catalyst is CC(C)=O. The product is [F:1][C:2]1[CH:3]=[CH:4][C:5]([CH3:12])=[C:6]([S:8]([NH2:13])(=[O:10])=[O:9])[CH:7]=1. The yield is 0.980. (6) The reactants are [Br:1][C:2]1[CH:3]=[CH:4][C:5]2[NH:6][C:7]3[C:12]([C:13]=2[CH:14]=1)=[CH:11][C:10]([Br:15])=[CH:9][CH:8]=3.[H-].[Na+].[C:18]([O:23][CH3:24])(=[O:22])[CH:19]1[O:21][CH2:20]1. The catalyst is CN(C=O)C. The product is [Br:15][C:10]1[CH:9]=[CH:8][C:7]2[N:6]([CH2:20][CH:19]([OH:21])[C:18]([O:23][CH3:24])=[O:22])[C:5]3[C:13]([C:12]=2[CH:11]=1)=[CH:14][C:2]([Br:1])=[CH:3][CH:4]=3. The yield is 0.320. (7) The product is [ClH:33].[NH2:7][C:8]1[CH:9]=[C:10]2[C:14](=[CH:15][CH:16]=1)[N:13]([C:17]1[CH:22]=[CH:21][C:20]([NH:23][C:24]([NH:26][C:27]3[CH:32]=[CH:31][C:30]([Cl:33])=[C:29]([C:34]([F:37])([F:36])[F:35])[CH:28]=3)=[O:25])=[CH:19][C:18]=1[F:38])[CH:12]=[CH:11]2. The reactants are C(OC(=O)[NH:7][C:8]1[CH:9]=[C:10]2[C:14](=[CH:15][CH:16]=1)[N:13]([C:17]1[CH:22]=[CH:21][C:20]([NH:23][C:24]([NH:26][C:27]3[CH:32]=[CH:31][C:30]([Cl:33])=[C:29]([C:34]([F:37])([F:36])[F:35])[CH:28]=3)=[O:25])=[CH:19][C:18]=1[F:38])[CH:12]=[CH:11]2)(C)(C)C.C(OC(=O)C)C.Cl. The yield is 0.860. The catalyst is C(OCC)(=O)C.